Dataset: Reaction yield outcomes from USPTO patents with 853,638 reactions. Task: Predict the reaction yield, written as a fraction of the theoretical maximum amount of product (1.0 means a 100% yield; for example, 0.34 means a 34% yield). (1) The reactants are [CH:1]([O:4][C:5]1[CH:6]=[C:7](/[CH:11]=[CH:12]/[CH2:13][C@H:14]([OH:16])[CH3:15])[CH:8]=[N:9][CH:10]=1)([CH3:3])[CH3:2].[C:17]1([CH3:27])[CH:22]=[CH:21][C:20]([S:23](Cl)(=[O:25])=[O:24])=[CH:19][CH:18]=1. The catalyst is N1C=CC=CC=1. The product is [C:17]1([CH3:27])[CH:22]=[CH:21][C:20]([S:23]([O:16][C@@H:14]([CH2:13]/[CH:12]=[CH:11]/[C:7]2[CH:8]=[N:9][CH:10]=[C:5]([O:4][CH:1]([CH3:3])[CH3:2])[CH:6]=2)[CH3:15])(=[O:25])=[O:24])=[CH:19][CH:18]=1. The yield is 0.815. (2) The reactants are [C-:1]#[N:2].[K+].Cl[CH2:5][C:6]1[C:10]([CH3:11])=[CH:9][NH:8][N:7]=1. The catalyst is CC#N.O. The product is [CH3:11][C:10]1[C:6]([CH2:5][C:1]#[N:2])=[N:7][NH:8][CH:9]=1. The yield is 0.430. (3) The reactants are [N:1]1[CH:6]=[CH:5][CH:4]=[C:3]([S:7]([N:10]2[C:14]([C:15]3[CH:20]=[CH:19][CH:18]=[CH:17][C:16]=3[C:21]([F:24])([F:23])[F:22])=[CH:13][C:12]([CH:25]=O)=[CH:11]2)(=[O:9])=[O:8])[CH:2]=1.CO.[CH3:29][NH2:30].[BH4-].[Na+].[ClH:33].C(=O)([O-])O.[Na+]. The catalyst is CO. The product is [ClH:33].[ClH:33].[CH3:29][NH:30][CH2:25][C:12]1[CH:13]=[C:14]([C:15]2[CH:20]=[CH:19][CH:18]=[CH:17][C:16]=2[C:21]([F:24])([F:23])[F:22])[N:10]([S:7]([C:3]2[CH:2]=[N:1][CH:6]=[CH:5][CH:4]=2)(=[O:9])=[O:8])[CH:11]=1. The yield is 0.690. (4) The reactants are Br[C:2]1[CH:3]=[N:4][C:5]([N:8]2[CH2:13][CH2:12][O:11][C@H:10]([CH2:14][N:15]3[C:19]4=[N:20][C:21]([C:24]5[CH:25]=[N:26][N:27]([CH3:29])[CH:28]=5)=[CH:22][N:23]=[C:18]4[N:17]=[N:16]3)[CH2:9]2)=[N:6][CH:7]=1.C([O-])([O-])=O.[K+].[K+].O1CCOCC1.[F:42][C:43]1[CH:55]=[C:54](B2OC(C)(C)C(C)(C)O2)[CH:53]=[CH:52][C:44]=1[CH2:45][N:46]1[CH2:51][CH2:50][O:49][CH2:48][CH2:47]1. The catalyst is C1C=CC(P(C2C=CC=CC=2)[C-]2C=CC=C2)=CC=1.C1C=CC(P(C2C=CC=CC=2)[C-]2C=CC=C2)=CC=1.Cl[Pd]Cl.[Fe+2].O. The product is [F:42][C:43]1[CH:55]=[C:54]([C:2]2[CH:3]=[N:4][C:5]([N:8]3[CH2:13][CH2:12][O:11][C@H:10]([CH2:14][N:15]4[C:19]5=[N:20][C:21]([C:24]6[CH:25]=[N:26][N:27]([CH3:29])[CH:28]=6)=[CH:22][N:23]=[C:18]5[N:17]=[N:16]4)[CH2:9]3)=[N:6][CH:7]=2)[CH:53]=[CH:52][C:44]=1[CH2:45][N:46]1[CH2:47][CH2:48][O:49][CH2:50][CH2:51]1. The yield is 0.460. (5) The reactants are [NH:1]1[C:5]2[CH:6]=[CH:7][CH:8]=[CH:9][C:4]=2[N:3]=[C:2]1[CH2:10][N:11]([CH2:22][C:23]1[CH:30]=[CH:29][C:26]([CH:27]=O)=[CH:25][CH:24]=1)[CH:12]1[C:21]2[N:20]=[CH:19][CH:18]=[CH:17][C:16]=2[CH2:15][CH2:14][CH2:13]1.[NH:31]1[CH2:36][CH2:35][O:34][CH2:33][CH2:32]1.C([BH3-])#N.[Na+]. The catalyst is CO. The product is [NH:1]1[C:5]2[CH:6]=[CH:7][CH:8]=[CH:9][C:4]=2[N:3]=[C:2]1[CH2:10][N:11]([CH2:22][C:23]1[CH:30]=[CH:29][C:26]([CH2:27][N:31]2[CH2:36][CH2:35][O:34][CH2:33][CH2:32]2)=[CH:25][CH:24]=1)[CH:12]1[C:21]2[N:20]=[CH:19][CH:18]=[CH:17][C:16]=2[CH2:15][CH2:14][CH2:13]1. The yield is 0.0700.